Task: Predict the reaction yield, written as a fraction of the theoretical maximum amount of product (1.0 means a 100% yield; for example, 0.34 means a 34% yield).. Dataset: Reaction yield outcomes from USPTO patents with 853,638 reactions (1) The reactants are [Br:1][C:2]1[CH:3]=[CH:4][C:5]([OH:8])=[N:6][CH:7]=1.C1C=CN=C(C2C=[CH:17][CH:18]=[CH:19]N=2)C=1.C1(B(O)O)CC1.C([O-])([O-])=O.[Na+].[Na+]. The catalyst is ClC(Cl)C.CC([O-])=O.CC([O-])=O.[Cu+2]. The product is [Br:1][C:2]1[CH:3]=[CH:4][C:5](=[O:8])[N:6]([CH:17]2[CH2:18][CH2:19]2)[CH:7]=1. The yield is 0.580. (2) The reactants are C([O:14][C:15]1[C:24]2[N:23]=[CH:22][CH:21]=[CH:20][C:19]=2C(C(O)=O)=[C:17]2[CH2:28][N:29]([CH2:32][C:33]3[CH:38]=[CH:37][C:36]([F:39])=[CH:35][CH:34]=3)[C:30](=[O:31])[C:16]=12)(C1C=CC=CC=1)C1C=CC=CC=1.C(NCC)C.[CH:45]([N:48]([CH:51]([CH3:53])C)[CH2:49][CH3:50])([CH3:47])C.F[P-](F)(F)(F)(F)F.N1([O:70]C(N(C)C)=[N+](C)C)C2N=CC=CC=2N=N1. The catalyst is CN(C)C=O. The product is [CH2:51]([N:48]([CH2:49][CH3:50])[C:45]([C:47]1[C:19]2[CH:20]=[CH:21][CH:22]=[N:23][C:24]=2[C:15]([OH:14])=[C:16]2[C:30](=[O:31])[N:29]([CH2:32][C:33]3[CH:34]=[CH:35][C:36]([F:39])=[CH:37][CH:38]=3)[CH2:28][C:17]=12)=[O:70])[CH3:53]. The yield is 0.860. (3) The reactants are [CH:1]1([C:4]2[CH:8]=[C:7]([CH2:9][NH:10][C:11]([C:13]3[C:14](=[O:31])[N:15]([C:21]4[CH:26]=[CH:25][CH:24]=[C:23]([C:27]([F:30])([F:29])[F:28])[CH:22]=4)[C:16]([CH3:20])=[C:17](I)[CH:18]=3)=[O:12])[O:6][N:5]=2)[CH2:3][CH2:2]1.[C:32]([O:36][CH3:37])(=[O:35])[CH:33]=[CH2:34].C(N(CC)CC)C. The catalyst is CC#N.C1C=CC([P]([Pd]([P](C2C=CC=CC=2)(C2C=CC=CC=2)C2C=CC=CC=2)([P](C2C=CC=CC=2)(C2C=CC=CC=2)C2C=CC=CC=2)[P](C2C=CC=CC=2)(C2C=CC=CC=2)C2C=CC=CC=2)(C2C=CC=CC=2)C2C=CC=CC=2)=CC=1. The product is [CH3:37][O:36][C:32](=[O:35])[CH:33]=[CH:34][C:17]1[CH:18]=[C:13]([C:11](=[O:12])[NH:10][CH2:9][C:7]2[O:6][N:5]=[C:4]([CH:1]3[CH2:3][CH2:2]3)[CH:8]=2)[C:14](=[O:31])[N:15]([C:21]2[CH:26]=[CH:25][CH:24]=[C:23]([C:27]([F:30])([F:29])[F:28])[CH:22]=2)[C:16]=1[CH3:20]. The yield is 0.750.